Predict the product of the given reaction. From a dataset of Forward reaction prediction with 1.9M reactions from USPTO patents (1976-2016). Given the reactants [F:1][C:2]([F:12])([F:11])[C:3]1[CH:8]=[CH:7][C:6]([CH2:9][NH2:10])=[CH:5][CH:4]=1.[Br:13][CH:14]([CH2:18][CH2:19][Br:20])[C:15](Cl)=[O:16], predict the reaction product. The product is: [Br:13][CH:14]([CH2:18][CH2:19][Br:20])[C:15]([NH:10][CH2:9][C:6]1[CH:5]=[CH:4][C:3]([C:2]([F:11])([F:12])[F:1])=[CH:8][CH:7]=1)=[O:16].